Dataset: Full USPTO retrosynthesis dataset with 1.9M reactions from patents (1976-2016). Task: Predict the reactants needed to synthesize the given product. (1) Given the product [Cl:2][C:3]1[CH:15]=[CH:14][C:6]([O:7][CH2:8][C:9]([OH:11])=[O:10])=[C:5]([N:16]2[CH2:17][CH2:18][N:19]([S:29]([CH2:28][C:25]3[CH:26]=[CH:27][CH:22]=[CH:23][CH:24]=3)(=[O:31])=[O:30])[CH2:20][CH2:21]2)[CH:4]=1, predict the reactants needed to synthesize it. The reactants are: Cl.[Cl:2][C:3]1[CH:15]=[CH:14][C:6]([O:7][CH2:8][C:9]([O:11]CC)=[O:10])=[C:5]([N:16]2[CH2:21][CH2:20][NH:19][CH2:18][CH2:17]2)[CH:4]=1.[CH:22]1[CH:27]=[CH:26][C:25]([CH2:28][S:29](Cl)(=[O:31])=[O:30])=[CH:24][CH:23]=1. (2) Given the product [F:1][C:2]1[CH:3]=[C:4]([CH:35]=[CH:36][C:37]=1[F:38])[CH2:5][N:6]1[CH:11]=[CH:10][CH:9]=[C:8]([C:12]([NH:14][CH2:15][C:16]2[CH:17]=[C:18]([C:22]3[C:30]4[C:25](=[N:26][CH:27]=[C:28]([C:31]([NH2:49])=[O:33])[CH:29]=4)[NH:24][CH:23]=3)[CH:19]=[CH:20][CH:21]=2)=[O:13])[C:7]1=[O:34], predict the reactants needed to synthesize it. The reactants are: [F:1][C:2]1[CH:3]=[C:4]([CH:35]=[CH:36][C:37]=1[F:38])[CH2:5][N:6]1[CH:11]=[CH:10][CH:9]=[C:8]([C:12]([NH:14][CH2:15][C:16]2[CH:17]=[C:18]([C:22]3[C:30]4[C:25](=[N:26][CH:27]=[C:28]([C:31]([OH:33])=O)[CH:29]=4)[NH:24][CH:23]=3)[CH:19]=[CH:20][CH:21]=2)=[O:13])[C:7]1=[O:34].[Cl-].[NH4+].F[P-](F)(F)(F)(F)F.C[N+:49](C)=C(N(C)C)ON1C2N=CC=CC=2N=N1.C(N(CC)C(C)C)(C)C.FC(F)(F)C(O)=O. (3) Given the product [CH:23]([C:26]1[N:30]=[C:29]([CH:31]2[CH2:36][CH2:35][N:34]([C:2]3[C:7]([C:8](=[O:10])[CH3:9])=[C:6]([NH:11][C:12]4[CH:13]=[N:14][C:15]([S:18]([CH3:21])(=[O:20])=[O:19])=[CH:16][CH:17]=4)[N:5]=[CH:4][N:3]=3)[CH2:33][CH2:32]2)[O:28][N:27]=1)([CH3:25])[CH3:24], predict the reactants needed to synthesize it. The reactants are: Cl[C:2]1[C:7]([C:8](=[O:10])[CH3:9])=[C:6]([NH:11][C:12]2[CH:13]=[N:14][C:15]([S:18]([CH3:21])(=[O:20])=[O:19])=[CH:16][CH:17]=2)[N:5]=[CH:4][N:3]=1.Cl.[CH:23]([C:26]1[N:30]=[C:29]([CH:31]2[CH2:36][CH2:35][NH:34][CH2:33][CH2:32]2)[O:28][N:27]=1)([CH3:25])[CH3:24].C(=O)([O-])[O-].[K+].[K+].O. (4) Given the product [NH2:1][CH2:2][C:3]([OH:5])=[O:4].[Cl-:6].[Zr+4:7].[Cl-:6].[Cl-:6].[Cl-:6], predict the reactants needed to synthesize it. The reactants are: [NH2:1][CH2:2][C:3]([OH:5])=[O:4].[Cl-:6].[Zr+4:7].[Cl-].[Cl-].[Cl-]. (5) Given the product [Cl:72][C:69]1[CH:70]=[CH:71][C:66]([C:63]2[CH:62]=[CH:61][C:60]([CH2:59][C@H:58]([NH:73][C:74]([C@@H:76]3[CH2:89][C:88]4[CH:87]=[C:86]5[C:81]([O:82][C@H:83]([C:92]6[CH:97]=[CH:96][C:95]([O:98][CH2:99][C:100]7[CH:105]=[CH:104][C:103]([Cl:106])=[C:102]([Cl:107])[CH:101]=7)=[CH:94][CH:93]=6)[C:84](=[O:91])[N:85]5[CH3:90])=[CH:80][C:79]=4[CH2:78][N:77]3[C@H:108]([C:111]3[CH:112]=[CH:113][CH:114]=[CH:115][CH:116]=3)[CH2:109][CH3:110])=[O:75])[C:57]([OH:117])=[O:56])=[CH:65][CH:64]=2)=[CH:67][CH:68]=1, predict the reactants needed to synthesize it. The reactants are: COC(=O)[C@@H](NC([C@@H]1CC2C=C3C(O[C@H](C4C=CC(O)=CC=4)C(=O)N3C)=CC=2CN1[C@H](C1C=CC=CC=1)CC)=O)CC1C=CC(C2C=CC(Cl)=CC=2)=CC=1.C[O:56][C:57](=[O:117])[C@@H:58]([NH:73][C:74]([C@@H:76]1[CH2:89][C:88]2[CH:87]=[C:86]3[C:81]([O:82][C@H:83]([C:92]4[CH:97]=[CH:96][C:95]([O:98][CH2:99][C:100]5[CH:105]=[CH:104][C:103]([Cl:106])=[C:102]([Cl:107])[CH:101]=5)=[CH:94][CH:93]=4)[C:84](=[O:91])[N:85]3[CH3:90])=[CH:80][C:79]=2[CH2:78][N:77]1[C@H:108]([C:111]1[CH:116]=[CH:115][CH:114]=[CH:113][CH:112]=1)[CH2:109][CH3:110])=[O:75])[CH2:59][C:60]1[CH:65]=[CH:64][C:63]([C:66]2[CH:71]=[CH:70][C:69]([Cl:72])=[CH:68][CH:67]=2)=[CH:62][CH:61]=1. (6) Given the product [O:1]1[CH2:6][CH2:5][O:4][C:3]2[CH:7]=[C:8]([CH:11]([O:15][CH3:16])[C:12]([O:14][CH3:22])=[O:13])[CH:9]=[CH:10][C:2]1=2, predict the reactants needed to synthesize it. The reactants are: [O:1]1[CH2:6][CH2:5][O:4][C:3]2[CH:7]=[C:8]([CH:11]([O:15][CH3:16])[C:12]([OH:14])=[O:13])[CH:9]=[CH:10][C:2]1=2.S(=O)(=O)(O)O.[C:22]([O-])(O)=O.[Na+].